From a dataset of Forward reaction prediction with 1.9M reactions from USPTO patents (1976-2016). Predict the product of the given reaction. Given the reactants C([O:3][C:4](=[O:48])[CH2:5][CH2:6][CH2:7][O:8][C:9]1[CH:14]=[CH:13][CH:12]=[C:11]([CH2:15][CH2:16][CH2:17][CH2:18][CH2:19][CH2:20][O:21][C:22]2[CH:27]=[C:26]([S:28]([CH3:31])(=[O:30])=[O:29])[CH:25]=[C:24]([C:32]3[CH:40]=[CH:39][C:35]4[O:36][CH2:37][O:38][C:34]=4[CH:33]=3)[CH:23]=2)[C:10]=1[CH2:41][CH2:42][C:43]([O:45]CC)=[O:44])C.[OH-].[Na+], predict the reaction product. The product is: [O:36]1[C:35]2[CH:39]=[CH:40][C:32]([C:24]3[CH:23]=[C:22]([CH:27]=[C:26]([S:28]([CH3:31])(=[O:29])=[O:30])[CH:25]=3)[O:21][CH2:20][CH2:19][CH2:18][CH2:17][CH2:16][CH2:15][C:11]3[C:10]([CH2:41][CH2:42][C:43]([OH:45])=[O:44])=[C:9]([CH:14]=[CH:13][CH:12]=3)[O:8][CH2:7][CH2:6][CH2:5][C:4]([OH:48])=[O:3])=[CH:33][C:34]=2[O:38][CH2:37]1.